From a dataset of Forward reaction prediction with 1.9M reactions from USPTO patents (1976-2016). Predict the product of the given reaction. (1) Given the reactants [CH:1]1[C:10]2[C:5](=[CH:6][CH:7]=[CH:8][CH:9]=2)[CH:4]=[CH:3][C:2]=1[CH2:11][O:12][CH:13]1[CH:18]([C:19]2[CH:20]=[N:21][C:22]([CH2:25][CH2:26][N:27]3[C:31]4[CH:32]=[CH:33][CH:34]=[CH:35][C:30]=4[S:29][C:28]3=[S:36])=[CH:23][CH:24]=2)[CH2:17][CH2:16][N:15](C(OC(C)(C)C)=O)[CH2:14]1, predict the reaction product. The product is: [CH:1]1[C:10]2[C:5](=[CH:6][CH:7]=[CH:8][CH:9]=2)[CH:4]=[CH:3][C:2]=1[CH2:11][O:12][CH:13]1[CH:18]([C:19]2[CH:20]=[N:21][C:22]([CH2:25][CH2:26][N:27]3[C:31]4[CH:32]=[CH:33][CH:34]=[CH:35][C:30]=4[S:29][C:28]3=[S:36])=[CH:23][CH:24]=2)[CH2:17][CH2:16][NH:15][CH2:14]1. (2) Given the reactants [F:1][C:2]1[CH:3]=[C:4]([CH:8]([NH:12][C:13]2[CH:18]=[CH:17][CH:16]=[C:15]([F:19])[CH:14]=2)[C:9]([OH:11])=[O:10])[CH:5]=[CH:6][CH:7]=1.Cl.C1CCC(N=C=NC2CCCCC2)CC1.C1C=CC2N(O)N=NC=2C=1.[N:46]12[CH2:53][CH2:52][CH:49]([CH2:50][CH2:51]1)[C@@H:48](O)[CH2:47]2, predict the reaction product. The product is: [F:1][C:2]1[CH:3]=[C:4]([CH:8]([NH:12][C:13]2[CH:18]=[CH:17][CH:16]=[C:15]([F:19])[CH:14]=2)[C:9]([O:11][C@@H:48]2[CH:49]3[CH2:52][CH2:53][N:46]([CH2:51][CH2:50]3)[CH2:47]2)=[O:10])[CH:5]=[CH:6][CH:7]=1. (3) Given the reactants [H-].[Na+].[CH3:3][C:4]1[CH:9]=[CH:8][N:7]=[CH:6][N:5]=1.[F:10][C:11]1[CH:21]=[CH:20][C:14]([C:15](OCC)=[O:16])=[CH:13][CH:12]=1.O, predict the reaction product. The product is: [F:10][C:11]1[CH:21]=[CH:20][C:14]([C:15](=[O:16])[CH2:3][C:4]2[CH:9]=[CH:8][N:7]=[CH:6][N:5]=2)=[CH:13][CH:12]=1. (4) Given the reactants [NH2:1][C:2]1[N:9]=[CH:8][CH:7]=[C:6]([O:10][CH3:11])[C:3]=1[C:4]#[N:5].Cl[CH2:13][CH:14]=O.[OH-].[Na+], predict the reaction product. The product is: [CH3:11][O:10][C:6]1[CH:7]=[CH:8][N:9]2[CH:13]=[CH:14][N:1]=[C:2]2[C:3]=1[C:4]#[N:5]. (5) The product is: [CH3:11][C:12]1[N:13]([C:27]2[CH:32]=[CH:31][C:30]([C:2]3[S:1][CH:5]=[CH:4][N:3]=3)=[CH:29][CH:28]=2)[C:14]([C:17]2[CH:18]=[CH:19][C:20]([S:23]([CH3:26])(=[O:25])=[O:24])=[CH:21][CH:22]=2)=[CH:15][CH:16]=1. Given the reactants [S:1]1[CH:5]=[CH:4][N:3]=[CH:2]1.[Li]CCCC.[CH3:11][C:12]1[N:13]([C:27]2[CH:32]=[CH:31][C:30](Br)=[CH:29][CH:28]=2)[C:14]([C:17]2[CH:22]=[CH:21][C:20]([S:23]([CH3:26])(=[O:25])=[O:24])=[CH:19][CH:18]=2)=[CH:15][CH:16]=1, predict the reaction product. (6) Given the reactants [Cl:1][C:2]1[CH:7]=[CH:6][C:5]([C:8]2[NH:9][C:10]3[N:11]([N:15]=[CH:16][C:17]=3[C:18]([NH:20][CH2:21][C:22]#[CH:23])=[O:19])[C:12](=[O:14])[CH:13]=2)=[CH:4][C:3]=1[O:24][CH3:25].[H-].[Na+], predict the reaction product. The product is: [Cl:1][C:2]1[CH:7]=[CH:6][C:5]([C:8]2[NH:9][C:10]3[N:11]([N:15]=[CH:16][C:17]=3[C:18]3[O:19][C:22]([CH3:23])=[CH:21][N:20]=3)[C:12](=[O:14])[CH:13]=2)=[CH:4][C:3]=1[O:24][CH3:25]. (7) Given the reactants [CH3:1][O:2][C:3]1[CH:4]=[C:5]([NH:11][C:12]2[N:17]=[C:16]([N:18]3[C:22]([CH3:23])=[CH:21][C:20]([C:24]([F:27])([F:26])[F:25])=[N:19]3)[C:15]([C:28]3[CH:29]=[C:30]([C:36](O)=[O:37])[C:31]([O:34][CH3:35])=[N:32][CH:33]=3)=[CH:14][N:13]=2)[CH:6]=[C:7]([O:9][CH3:10])[CH:8]=1.[CH3:39][N:40]1[C:44]([CH3:45])=[C:43]([S:46]([NH2:49])(=[O:48])=[O:47])[C:42]([CH3:50])=[N:41]1.C(N(CC)CC)C.[I-].ClC1C=CC=C[N+]=1C, predict the reaction product. The product is: [CH3:1][O:2][C:3]1[CH:4]=[C:5]([NH:11][C:12]2[N:17]=[C:16]([N:18]3[C:22]([CH3:23])=[CH:21][C:20]([C:24]([F:25])([F:26])[F:27])=[N:19]3)[C:15]([C:28]3[CH:29]=[C:30]([C:36]([NH:49][S:46]([C:43]4[C:42]([CH3:50])=[N:41][N:40]([CH3:39])[C:44]=4[CH3:45])(=[O:47])=[O:48])=[O:37])[C:31]([O:34][CH3:35])=[N:32][CH:33]=3)=[CH:14][N:13]=2)[CH:6]=[C:7]([O:9][CH3:10])[CH:8]=1.